From a dataset of Peptide-MHC class I binding affinity with 185,985 pairs from IEDB/IMGT. Regression. Given a peptide amino acid sequence and an MHC pseudo amino acid sequence, predict their binding affinity value. This is MHC class I binding data. (1) The peptide sequence is MSRVRISLIY. The binding affinity (normalized) is 0.256. The MHC is HLA-A31:01 with pseudo-sequence HLA-A31:01. (2) The peptide sequence is MHGHGKHIL. The MHC is HLA-B15:17 with pseudo-sequence HLA-B15:17. The binding affinity (normalized) is 0.0847. (3) The peptide sequence is WQFAIHYSF. The MHC is HLA-E01:01 with pseudo-sequence YHSMYRESADTIFVNTLYLWHEFYSSAEQAYTWY. The binding affinity (normalized) is 0.0847. (4) The peptide sequence is LAKAIITPI. The MHC is HLA-B15:01 with pseudo-sequence HLA-B15:01. The binding affinity (normalized) is 0.0658.